This data is from Full USPTO retrosynthesis dataset with 1.9M reactions from patents (1976-2016). The task is: Predict the reactants needed to synthesize the given product. Given the product [Br:18][C:19]1[CH:30]=[CH:29][C:22]([CH2:23][N:5]2[C:4]([CH3:1])=[N:8][N:7]([C:9]3[CH:14]=[CH:13][CH:12]=[CH:11][CH:33]=3)[C:6]2=[O:15])=[CH:21][C:20]=1[CH3:31], predict the reactants needed to synthesize it. The reactants are: [CH2:1]([C:4]1[NH:5][C:6](=[O:15])[N:7]([C:9]2[CH:14]=[CH:13][CH:12]=[CH:11]N=2)[N:8]=1)CC.[H-].[Na+].[Br:18][C:19]1[CH:30]=[CH:29][C:22]([CH2:23]OS(C)(=O)=O)=[CH:21][C:20]=1[CH3:31].O.[CH3:33]N(C)C=O.